Predict the reactants needed to synthesize the given product. From a dataset of Full USPTO retrosynthesis dataset with 1.9M reactions from patents (1976-2016). (1) Given the product [Na+:1].[CH2:16]([O:2][C:3]1[CH:8]=[CH:7][C:6]([S:9]([O-:12])(=[O:10])=[O:11])=[CH:5][CH:4]=1)[C:17]#[C:18][CH3:19], predict the reactants needed to synthesize it. The reactants are: [Na+:1].[OH:2][C:3]1[CH:8]=[CH:7][C:6]([S:9]([O-:12])(=[O:11])=[O:10])=[CH:5][CH:4]=1.[OH-].[Na+].Br[CH2:16][C:17]#[C:18][CH3:19]. (2) Given the product [O:1]=[C:2]1[CH:7]([N:8]2[CH2:16][C:15]3[C:10](=[CH:11][CH:12]=[C:13]([CH2:17][NH:18][C:19]([C:21]4[CH:30]=[C:29]5[C:24]([CH2:25][CH2:26][NH:27][CH2:28]5)=[CH:23][CH:22]=4)=[O:20])[CH:14]=3)[C:9]2=[O:38])[CH2:6][CH2:5][C:4](=[O:39])[NH:3]1, predict the reactants needed to synthesize it. The reactants are: [O:1]=[C:2]1[CH:7]([N:8]2[CH2:16][C:15]3[C:10](=[CH:11][CH:12]=[C:13]([CH2:17][NH:18][C:19]([C:21]4[CH:30]=[C:29]5[C:24]([CH2:25][CH2:26][N:27](C(OC(C)(C)C)=O)[CH2:28]5)=[CH:23][CH:22]=4)=[O:20])[CH:14]=3)[C:9]2=[O:38])[CH2:6][CH2:5][C:4](=[O:39])[NH:3]1.Cl. (3) Given the product [N:1]1([C:10]2[CH:19]=[CH:18][C:13]([C:14]([OH:16])=[O:15])=[CH:12][CH:11]=2)[C:5]2[CH:6]=[CH:7][CH:8]=[CH:9][C:4]=2[N:3]=[CH:2]1, predict the reactants needed to synthesize it. The reactants are: [N:1]1([C:10]2[CH:19]=[CH:18][C:13]([C:14]([O:16]C)=[O:15])=[CH:12][CH:11]=2)[C:5]2[CH:6]=[CH:7][CH:8]=[CH:9][C:4]=2[N:3]=[CH:2]1.[OH-].[Na+]. (4) Given the product [N:4]1[CH:5]=[CH:6][CH:7]=[CH:8][C:3]=1[CH2:2][NH:1][C:10]1[CH:15]=[CH:14][C:13]([N+:16]([O-:18])=[O:17])=[CH:12][N:11]=1, predict the reactants needed to synthesize it. The reactants are: [NH2:1][CH2:2][C:3]1[CH:8]=[CH:7][CH:6]=[CH:5][N:4]=1.Cl[C:10]1[CH:15]=[CH:14][C:13]([N+:16]([O-:18])=[O:17])=[CH:12][N:11]=1.